From a dataset of Reaction yield outcomes from USPTO patents with 853,638 reactions. Predict the reaction yield, written as a fraction of the theoretical maximum amount of product (1.0 means a 100% yield; for example, 0.34 means a 34% yield). (1) The reactants are [CH:1]([N:4]1[CH:8]=[C:7]([C:9]2[N:14]=[C:13]([C:15]3[CH:16]=[N:17][N:18](COCC[Si](C)(C)C)[CH:19]=3)[N:12]3[CH:28]=[CH:29][N:30]=[C:11]3[CH:10]=2)[CH:6]=[N:5]1)([CH3:3])[CH3:2].FC(F)(F)C(O)=O. The catalyst is C(Cl)Cl. The product is [CH:1]([N:4]1[CH:8]=[C:7]([C:9]2[N:14]=[C:13]([C:15]3[CH:16]=[N:17][NH:18][CH:19]=3)[N:12]3[CH:28]=[CH:29][N:30]=[C:11]3[CH:10]=2)[CH:6]=[N:5]1)([CH3:3])[CH3:2]. The yield is 0.529. (2) The reactants are [OH-].[Na+].[Cl:3][C:4]1[CH:35]=[CH:34][C:7]([C:8]([NH:10][C:11](C(OCC)=O)([CH2:17][C:18]2[C:27]3[C:22](=[CH:23][CH:24]=[CH:25][CH:26]=3)[NH:21][C:20](=[O:28])[CH:19]=2)[C:12]([O:14]CC)=[O:13])=[O:9])=[CH:6][CH:5]=1. No catalyst specified. The product is [Cl:3][C:4]1[CH:5]=[CH:6][C:7]([C:8]([NH:10][CH:11]([CH2:17][C:18]2[C:27]3[C:22](=[CH:23][CH:24]=[CH:25][CH:26]=3)[NH:21][C:20](=[O:28])[CH:19]=2)[C:12]([OH:14])=[O:13])=[O:9])=[CH:34][CH:35]=1. The yield is 0.918. (3) The reactants are [Cl:1][C:2]1[CH:7]=[CH:6][CH:5]=[C:4]([F:8])[C:3]=1[C:9]1[C:13]([NH2:14])=[C:12]([C:15]2[CH:16]=[N:17][N:18]([C:24]3[CH:29]=[CH:28][CH:27]=[C:26]([Cl:30])[CH:25]=3)[C:19]=2[C:20]([F:23])([F:22])[F:21])[O:11][N:10]=1.O.[CH:32](O)=[O:33]. No catalyst specified. The product is [Cl:1][C:2]1[CH:7]=[CH:6][CH:5]=[C:4]([F:8])[C:3]=1[C:9]1[C:13]([NH:14][CH:32]=[O:33])=[C:12]([C:15]2[CH:16]=[N:17][N:18]([C:24]3[CH:29]=[CH:28][CH:27]=[C:26]([Cl:30])[CH:25]=3)[C:19]=2[C:20]([F:21])([F:23])[F:22])[O:11][N:10]=1. The yield is 0.750. (4) The reactants are C(=O)=O.CC(C)=O.[Br:8][C:9]1[CH:14]=[C:13]([O:15]C)[CH:12]=[C:11]([Br:17])[C:10]=1[O:18][C:19]1[CH:24]=[CH:23][C:22]([N+:25]([O-:27])=[O:26])=[CH:21][CH:20]=1. The catalyst is ClCCl. The product is [Br:8][C:9]1[CH:14]=[C:13]([OH:15])[CH:12]=[C:11]([Br:17])[C:10]=1[O:18][C:19]1[CH:20]=[CH:21][C:22]([N+:25]([O-:27])=[O:26])=[CH:23][CH:24]=1. The yield is 0.643. (5) The reactants are C(N(CC)CC)C.[CH:8]1([NH:11][CH2:12][C:13]2[CH:14]=[C:15]([C:19]3[CH:20]=[CH:21][C:22]4[O:26][N:25]=[C:24]([NH:27][CH2:28][C:29]([CH3:32])([CH3:31])[CH3:30])[C:23]=4[CH:33]=3)[CH:16]=[CH:17][CH:18]=2)[CH2:10][CH2:9]1.[C:34](Cl)(=[O:41])[C:35]1[CH:40]=[CH:39][CH:38]=[CH:37][CH:36]=1. The catalyst is C(Cl)Cl. The product is [CH:8]1([N:11]([CH2:12][C:13]2[CH:18]=[CH:17][CH:16]=[C:15]([C:19]3[CH:20]=[CH:21][C:22]4[O:26][N:25]=[C:24]([NH:27][CH2:28][C:29]([CH3:30])([CH3:32])[CH3:31])[C:23]=4[CH:33]=3)[CH:14]=2)[C:34](=[O:41])[C:35]2[CH:40]=[CH:39][CH:38]=[CH:37][CH:36]=2)[CH2:10][CH2:9]1. The yield is 0.770. (6) The reactants are [F:1][C:2]1[CH:7]=[C:6]([F:8])[CH:5]=[CH:4][C:3]=1[C:9]1[C:13]([C:14]2[CH:15]=[CH:16][C:17]3[N:18]([C:20]([CH:23]([CH3:25])[CH3:24])=[N:21][N:22]=3)[N:19]=2)=[CH:12][N:11]([CH:26]2[CH2:31][CH2:30][NH:29][CH2:28][CH2:27]2)[N:10]=1.C=O.[C:34](O[BH-](OC(=O)C)OC(=O)C)(=O)C.[Na+]. The catalyst is ClCCCl. The product is [F:1][C:2]1[CH:7]=[C:6]([F:8])[CH:5]=[CH:4][C:3]=1[C:9]1[C:13]([C:14]2[CH:15]=[CH:16][C:17]3[N:18]([C:20]([CH:23]([CH3:24])[CH3:25])=[N:21][N:22]=3)[N:19]=2)=[CH:12][N:11]([CH:26]2[CH2:31][CH2:30][N:29]([CH3:34])[CH2:28][CH2:27]2)[N:10]=1. The yield is 0.410. (7) The reactants are [H-].[Al+3].[Li+].[H-].[H-].[H-].[Cl-].[Al+3].[Cl-].[Cl-].[CH3:11][O:12][C:13]1[CH:18]=[CH:17][C:16]([N:19]2[CH2:24][CH2:23][N:22]([C:25]3[C:26]([CH3:39])=[C:27]([CH3:38])[C:28]4[O:32][C:31]([CH3:34])([CH3:33])[C:30](=O)[C:29]=4[C:36]=3[CH3:37])[CH2:21][CH2:20]2)=[CH:15][CH:14]=1.[OH-].[Na+]. The catalyst is O.C1COCC1. The product is [CH3:11][O:12][C:13]1[CH:14]=[CH:15][C:16]([N:19]2[CH2:24][CH2:23][N:22]([C:25]3[C:26]([CH3:39])=[C:27]([CH3:38])[C:28]4[O:32][C:31]([CH3:33])([CH3:34])[CH2:30][C:29]=4[C:36]=3[CH3:37])[CH2:21][CH2:20]2)=[CH:17][CH:18]=1. The yield is 0.830. (8) The reactants are [CH:1](=O)[C:2]1[CH:9]=[CH:8][C:5]([CH:6]=[O:7])=[CH:4][CH:3]=1.[O:11]([C:18]1[CH:23]=[CH:22][C:21]([OH:24])=[CH:20][CH:19]=1)[C:12]1[CH:17]=[CH:16][CH:15]=[CH:14][CH:13]=1.[OH2:25].[C:26]1(C)[CH:31]=[CH:30][C:29](S(O)(=O)=O)=[CH:28][CH:27]=1. The catalyst is C1(C)C(C)=CC=CC=1. The product is [OH:24][C:21]1[CH:20]=[CH:19][C:18]([O:11][C:12]2[CH:17]=[CH:16][CH:15]=[CH:14][CH:13]=2)=[CH:23][C:22]=1[C:4]1[C:3]([C:13]2[CH:14]=[C:15]([O:25][C:26]3[CH:27]=[CH:28][CH:29]=[CH:30][CH:31]=3)[CH:16]=[CH:17][C:12]=2[OH:11])=[C:2]([CH3:1])[CH:9]=[CH:8][C:5]=1[CH:6]=[O:7]. The yield is 0.520. (9) The reactants are C([O-])([O-])=O.[Cs+].[Cs+].[Cl:7][C:8]1[N:9]=[CH:10][C:11]2[C:16]([CH:17]=1)=[CH:15][C:14]([C:18]1[CH:19]=[N:20][NH:21][CH:22]=1)=[CH:13][CH:12]=2.[CH:23]12[O:28][CH:27]1[CH2:26][O:25][CH2:24]2. The catalyst is CN(C=O)C. The product is [Cl:7][C:8]1[N:9]=[CH:10][C:11]2[C:16]([CH:17]=1)=[CH:15][C:14]([C:18]1[CH:22]=[N:21][N:20]([CH:27]3[CH2:26][O:25][CH2:24][CH:23]3[OH:28])[CH:19]=1)=[CH:13][CH:12]=2. The yield is 0.460. (10) The reactants are [F:1][C:2]1[CH:10]=[CH:9][C:8]2[C:4](=[CH:5][N:6]([CH3:11])[N:7]=2)[C:3]=1[C@@H:12]1[CH2:14][C@H:13]1[C:15](OCC)=[O:16].[H-].C([Al+]CC(C)C)C(C)C.O. The catalyst is O1CCCC1.CCCCCC. The product is [F:1][C:2]1[CH:10]=[CH:9][C:8]2[C:4](=[CH:5][N:6]([CH3:11])[N:7]=2)[C:3]=1[C@@H:12]1[CH2:14][C@H:13]1[CH2:15][OH:16]. The yield is 0.900.